From a dataset of Full USPTO retrosynthesis dataset with 1.9M reactions from patents (1976-2016). Predict the reactants needed to synthesize the given product. (1) Given the product [CH2:1]([N:8]1[CH2:13][CH2:12][O:11][C:10]([CH2:15][CH2:16][OH:17])([CH3:14])[C:9]1=[O:18])[C:2]1[CH:3]=[CH:4][CH:5]=[CH:6][CH:7]=1, predict the reactants needed to synthesize it. The reactants are: [CH2:1]([N:8]1[CH2:13][CH2:12][O:11][C:10]([CH2:15][CH:16]=[O:17])([CH3:14])[C:9]1=[O:18])[C:2]1[CH:7]=[CH:6][CH:5]=[CH:4][CH:3]=1.[BH4-].[Na+].O. (2) Given the product [CH3:27][C:5]1[C:6]([NH:8][CH2:9][CH:10]2[CH2:11][CH2:12][N:13]([S:16]([CH2:19][CH2:20][C:21]3[CH:22]=[CH:23][CH:24]=[CH:25][CH:26]=3)(=[O:17])=[O:18])[CH2:14][CH2:15]2)=[N:7][CH:2]=[N:3][CH:4]=1, predict the reactants needed to synthesize it. The reactants are: Cl[C:2]1[N:7]=[C:6]([NH:8][CH2:9][CH:10]2[CH2:15][CH2:14][N:13]([S:16]([CH2:19][CH2:20][C:21]3[CH:26]=[CH:25][CH:24]=[CH:23][CH:22]=3)(=[O:18])=[O:17])[CH2:12][CH2:11]2)[C:5]([CH3:27])=[CH:4][N:3]=1.[H][H]. (3) Given the product [CH3:22][N:24]([CH3:25])[S:2]([C:5]1[CH:14]=[CH:13][C:12]2[NH:11][C:10](=[O:15])[C:9]3[NH:16][CH:17]=[CH:18][C:8]=3[C:7]=2[CH:6]=1)(=[O:3])=[O:4].[CH2:18]([C:19]([O-:21])=[O:20])[CH3:17], predict the reactants needed to synthesize it. The reactants are: Cl[S:2]([C:5]1[CH:14]=[CH:13][C:12]2[NH:11][C:10](=[O:15])[C:9]3[NH:16][CH:17]=[C:18]([C:19]([OH:21])=[O:20])[C:8]=3[C:7]=2[CH:6]=1)(=[O:4])=[O:3].[CH2:22]([N:24](CC)[CH2:25]C)C.Cl.CNC. (4) Given the product [OH:14][C:2]1[CH:3]=[CH:4][C:5]([CH3:12])=[C:6]([CH:11]=1)[C:7]([O:9][CH3:10])=[O:8], predict the reactants needed to synthesize it. The reactants are: N[C:2]1[CH:3]=[CH:4][C:5]([CH3:12])=[C:6]([CH:11]=1)[C:7]([O:9][CH3:10])=[O:8].N([O-])=[O:14].[Na+]. (5) Given the product [CH2:1]([O:5][C:6]1[C:11]([F:12])=[C:10]([N:24]2[CH2:25][C:26]([CH3:29])([CH3:28])[CH2:27][C:22]([CH3:30])([CH3:21])[CH2:23]2)[N:9]=[CH:8][N:7]=1)[C:2]#[C:3][CH3:4], predict the reactants needed to synthesize it. The reactants are: [CH2:1]([O:5][C:6]1[C:11]([F:12])=[C:10](Cl)[N:9]=[CH:8][N:7]=1)[C:2]#[C:3][CH3:4].C(=O)([O-])[O-].[K+].[K+].Cl.[CH3:21][C:22]1([CH3:30])[CH2:27][C:26]([CH3:29])([CH3:28])[CH2:25][NH:24][CH2:23]1.[Cl-].[NH4+]. (6) Given the product [C:27]([NH:1][CH:2]([C:7]1[CH:8]=[C:9]([CH:23]=[C:24]([Cl:26])[CH:25]=1)[CH2:10][O:11][C:12]1[CH:17]=[CH:16][CH:15]=[CH:14][C:13]=1[CH2:18][C:19]([O:21][CH3:22])=[O:20])[C:3]([F:4])([F:6])[F:5])(=[O:34])[C:28]1[CH:33]=[CH:32][CH:31]=[CH:30][CH:29]=1, predict the reactants needed to synthesize it. The reactants are: [NH2:1][CH:2]([C:7]1[CH:8]=[C:9]([CH:23]=[C:24]([Cl:26])[CH:25]=1)[CH2:10][O:11][C:12]1[CH:17]=[CH:16][CH:15]=[CH:14][C:13]=1[CH2:18][C:19]([O:21][CH3:22])=[O:20])[C:3]([F:6])([F:5])[F:4].[C:27](Cl)(=[O:34])[C:28]1[CH:33]=[CH:32][CH:31]=[CH:30][CH:29]=1. (7) The reactants are: [C:1]1([C:11]2[CH:12]=[CH:13][CH:14]=[C:15]3[C:20]=2[NH:19][C:18](=O)[CH:17]=[CH:16]3)[C:10]2[C:5](=[CH:6][CH:7]=[CH:8][CH:9]=2)[CH:4]=[CH:3][CH:2]=1.CN(C)C1C=CC=CC=1.O=P(Cl)(Cl)[Cl:33]. Given the product [Cl:33][C:18]1[CH:17]=[CH:16][C:15]2[C:20](=[C:11]([C:1]3[C:10]4[C:5](=[CH:6][CH:7]=[CH:8][CH:9]=4)[CH:4]=[CH:3][CH:2]=3)[CH:12]=[CH:13][CH:14]=2)[N:19]=1, predict the reactants needed to synthesize it.